This data is from Full USPTO retrosynthesis dataset with 1.9M reactions from patents (1976-2016). The task is: Predict the reactants needed to synthesize the given product. (1) Given the product [Cl:18][C:11]1[CH:10]=[C:9](/[CH:8]=[C:4]2/[C:5](=[O:7])[N:6]3[CH:20]=[C:21]([C:23]4[CH:24]=[CH:25][C:26]([N:29]5[CH2:30][CH2:31][O:32][CH2:33][CH2:34]5)=[CH:27][CH:28]=4)[N:1]=[C:2]3[S:3]/2)[CH:14]=[C:13]([O:15][CH3:16])[C:12]=1[OH:17], predict the reactants needed to synthesize it. The reactants are: [NH2:1][C:2]1[S:3]/[C:4](=[CH:8]\[C:9]2[CH:14]=[C:13]([O:15][CH3:16])[C:12]([OH:17])=[C:11]([Cl:18])[CH:10]=2)/[C:5](=[O:7])[N:6]=1.Br[CH2:20][C:21]([C:23]1[CH:28]=[CH:27][C:26]([N:29]2[CH2:34][CH2:33][O:32][CH2:31][CH2:30]2)=[CH:25][CH:24]=1)=O. (2) The reactants are: [OH:1][C:2]1[C:3](=[O:17])[CH:4]=[C:5]([CH2:9][NH:10][C@@H:11]([CH3:16])[C:12]([NH:14][CH3:15])=[O:13])[N:6]([CH3:8])[CH:7]=1.C[O:19][CH:20](O)[C:21]([F:24])([F:23])[F:22].C(=O)([O-])[O-].[K+].[K+].[NH4+].[OH-]. Given the product [OH:1][C:2]1[C:3](=[O:17])[CH:4]=[C:5]([CH2:9][NH:10][C@H:11]([C:12]([NH:14][CH3:15])=[O:13])[CH3:16])[N:6]([CH3:8])[C:7]=1[CH:20]([OH:19])[C:21]([F:24])([F:23])[F:22], predict the reactants needed to synthesize it. (3) Given the product [CH2:16]([C:14]1[CH:13]=[CH:12][C:11]2[O:7][CH2:8][O:9][C:10]=2[CH:15]=1)[CH3:17], predict the reactants needed to synthesize it. The reactants are: O.NN.C(O)C.[O:7]1[C:11]2[CH:12]=[CH:13][C:14]([C:16](=O)[CH3:17])=[CH:15][C:10]=2[O:9][CH2:8]1. (4) Given the product [C:1]([O:5][C:6]([N:8]1[CH2:12][CH2:11][CH2:10][C@H:9]1[C:13]1[O:15][N:38]=[C:36]([C:35]2[CH:40]=[CH:41][CH:42]=[C:33]([C:31]#[N:32])[CH:34]=2)[N:37]=1)=[O:7])([CH3:2])([CH3:3])[CH3:4], predict the reactants needed to synthesize it. The reactants are: [C:1]([O:5][C:6]([N:8]1[CH2:12][CH2:11][CH2:10][C@H:9]1[C:13]([OH:15])=O)=[O:7])([CH3:4])([CH3:3])[CH3:2].ClC(OCC(C)C)=O.C(N(CC)CC)C.[C:31]([C:33]1[CH:34]=[C:35]([CH:40]=[CH:41][CH:42]=1)[C:36]([NH:38]O)=[NH:37])#[N:32]. (5) Given the product [Cl:1][C:2]1[CH:6]=[N:5][N:4]([CH3:7])[C:3]=1[C:8]1[CH:9]=[C:10]([NH:16][C:17]([NH:19][C:20]2[CH:25]=[CH:24][C:23]([F:26])=[CH:22][C:21]=2[F:27])=[O:18])[CH:11]=[CH:12][C:13]=1[OH:14], predict the reactants needed to synthesize it. The reactants are: [Cl:1][C:2]1[CH:6]=[N:5][N:4]([CH3:7])[C:3]=1[C:8]1[CH:9]=[C:10]([NH:16][C:17]([NH:19][C:20]2[CH:25]=[CH:24][C:23]([F:26])=[CH:22][C:21]=2[F:27])=[O:18])[CH:11]=[CH:12][C:13]=1[O:14]C.[Cl-].[Al+3].[Cl-].[Cl-].C(OCC)(=O)C. (6) Given the product [CH2:23]([O:1][C@H:2]([CH2:8][CH2:9][CH2:10][CH2:11][CH2:12][CH2:13][CH2:14][CH2:15][CH2:16][CH2:17][CH3:18])[CH2:3][C:4]([O:6][CH3:7])=[O:5])[C:24]1[CH:29]=[CH:28][CH:27]=[CH:26][CH:25]=1, predict the reactants needed to synthesize it. The reactants are: [OH:1][C@H:2]([CH2:8][CH2:9][CH2:10][CH2:11][CH2:12][CH2:13][CH2:14][CH2:15][CH2:16][CH2:17][CH3:18])[CH2:3][C:4]([O:6][CH3:7])=[O:5].ClC(Cl)(Cl)C(=N)O[CH2:23][C:24]1[CH:29]=[CH:28][CH:27]=[CH:26][CH:25]=1.FC(F)(F)S(O)(=O)=O.